Task: Predict the reactants needed to synthesize the given product.. Dataset: Full USPTO retrosynthesis dataset with 1.9M reactions from patents (1976-2016) (1) Given the product [C:39]([C:36]1[CH:37]=[CH:38][C:33]([N:30]2[CH2:31][CH2:32][CH:27]([C:25]([OH:26])=[O:62])[CH2:28][CH2:29]2)=[N:34][CH:35]=1)#[N:40].[Cl:1][C:2]1[CH:7]=[CH:6][C:5]([C@@H:8]2[C@@H:13]([C@@H:14]([O:16][C:17]3[CH:18]=[CH:19][C:43]([CH3:44])=[CH:42][N:41]=3)[CH3:15])[CH2:12][CH2:11][N:10]([C:25]([CH:27]3[CH2:32][CH2:31][N:30]([C:33]4[CH:38]=[CH:37][C:36]([C:39]#[N:40])=[CH:35][N:34]=4)[CH2:29][CH2:28]3)=[O:26])[CH2:9]2)=[CH:4][CH:3]=1, predict the reactants needed to synthesize it. The reactants are: [Cl:1][C:2]1[CH:7]=[CH:6][C:5]([C@@H:8]2[C@@H:13]([C@@H:14]([O:16][C:17]3C=CC(Cl)=[C:19](Cl)[CH:18]=3)[CH3:15])[CH2:12][CH2:11][N:10]([C:25]([CH:27]3[CH2:32][CH2:31][N:30]([C:33]4[CH:38]=[CH:37][C:36]([C:39]#[N:40])=[CH:35][N:34]=4)[CH2:29][CH2:28]3)=[O:26])[CH2:9]2)=[CH:4][CH:3]=1.[NH:41]1CC[CH2:44][CH2:43][CH2:42]1.C(N1CC[C@H]([C@H]([OH:62])C)[C@@H](C2C=CC(Cl)=CC=2)C1)C1C=CC=CC=1.CC1C=CC(O)=NC=1.ClC(OC(Cl)=O)C.CCN(C(C)C)C(C)C. (2) Given the product [F:1][C:2]1[CH:3]=[C:4]2[C:9](=[CH:10][C:11]=1[CH:12]1[CH2:15][O:16][CH2:13]1)[O:8][CH2:7][CH:6]([CH2:17][CH2:18][CH3:19])[CH2:5]2, predict the reactants needed to synthesize it. The reactants are: [F:1][C:2]1[CH:3]=[C:4]2[C:9](=[CH:10][C:11]=1[CH:12]([CH2:15][OH:16])[CH2:13]O)[O:8][CH2:7][CH:6]([CH2:17][CH2:18][CH3:19])[CH2:5]2.C([Li])CCC.C1(C)C=CC(S(Cl)(=O)=O)=CC=1. (3) Given the product [CH:9]1([NH:12][C:2]2[CH:7]=[CH:6][N:5]=[C:4]([NH2:8])[CH:3]=2)[CH2:11][CH2:10]1, predict the reactants needed to synthesize it. The reactants are: Cl[C:2]1[CH:7]=[CH:6][N:5]=[C:4]([NH2:8])[CH:3]=1.[CH:9]1([NH2:12])[CH2:11][CH2:10]1. (4) Given the product [CH:20]([N:15]1[C:14]([C:8]2[S:9][C:10]3[CH2:11][CH2:12][O:13][C:4]4[CH:3]=[C:2]([C:34]5[CH:33]=[N:32][N:31]([CH2:30][C:26]6([CH3:25])[CH2:27][O:28][CH2:29]6)[CH:35]=5)[CH:24]=[CH:23][C:5]=4[C:6]=3[N:7]=2)=[N:18][NH:17][C:16]1=[O:19])([CH3:22])[CH3:21], predict the reactants needed to synthesize it. The reactants are: Br[C:2]1[CH:24]=[CH:23][C:5]2[C:6]3[N:7]=[C:8]([C:14]4[N:15]([CH:20]([CH3:22])[CH3:21])[C:16](=[O:19])[NH:17][N:18]=4)[S:9][C:10]=3[CH2:11][CH2:12][O:13][C:4]=2[CH:3]=1.[CH3:25][C:26]1([CH2:30][N:31]2[CH:35]=[C:34](B3OC(C)(C)C(C)(C)O3)[CH:33]=[N:32]2)[CH2:29][O:28][CH2:27]1. (5) Given the product [C:5]1([C:8]2[CH:13]=[CH:12][CH:11]=[CH:10][CH:9]=2)[CH:6]=[CH:7][C:2]([CH2:25][C@H:23]2[N:24]([CH2:16][N:17]3[CH2:44][CH2:43][CH2:42][CH2:41]3)[C:20](=[O:19])[CH2:21][CH2:22]2)=[CH:3][CH:4]=1, predict the reactants needed to synthesize it. The reactants are: Br[C:2]1[CH:7]=[CH:6][C:5]([C:8]2[CH:13]=[CH:12][CH:11]=[CH:10][CH:9]=2)=[CH:4][CH:3]=1.II.[C:16]([Cu])#[N:17].[O:19]=[C:20]1[NH:24][C@H:23]([CH2:25]OS(C2C=CC(C)=CC=2)(=O)=O)[CH2:22][CH2:21]1.S([C:41]1C=C[C:44](C)=[CH:43][CH:42]=1)([O-])(=O)=O.N. (6) Given the product [F:1][C:2]1[CH:3]=[CH:4][C:5]2[N:9]=[C:8]([CH:10]([NH:13][C:22]3[N:30]=[CH:29][N:28]=[C:27]4[C:23]=3[N:24]=[CH:25][NH:26]4)[CH2:11][CH3:12])[N:7]([C:14]3[CH:15]=[N:16][CH:17]=[CH:18][CH:19]=3)[C:6]=2[CH:20]=1, predict the reactants needed to synthesize it. The reactants are: [F:1][C:2]1[CH:3]=[CH:4][C:5]2[N:9]=[C:8]([C@@H:10]([NH2:13])[CH2:11][CH3:12])[N:7]([C:14]3[CH:15]=[N:16][CH:17]=[CH:18][CH:19]=3)[C:6]=2[CH:20]=1.Cl[C:22]1[N:30]=[CH:29][N:28]=[C:27]2[C:23]=1[N:24]=[CH:25][N:26]2C1CCCCO1.CCN(C(C)C)C(C)C. (7) Given the product [C:66]([O:65][C@@H:39]([C:40]1[C:41]([C:58]2[CH:59]=[CH:60][C:61]([Cl:64])=[CH:62][CH:63]=2)=[C:42]2[C:47](=[CH:48][C:49]=1[CH3:50])[N:46]=[C:45]([CH2:51][N:52]1[CH2:53][CH2:54][CH2:55][CH2:56][CH2:57]1)[CH:44]=[CH:43]2)[CH2:38][OH:37])([CH3:69])([CH3:67])[CH3:68], predict the reactants needed to synthesize it. The reactants are: C(O[C@@H](C1C(C2C=CC(Cl)=CC=2)=C2C(=CC=1C)N=C(CN(C)C)C=C2)CO)(C)(C)C.C([O:37][CH2:38][C@@H:39]([O:65][C:66]([CH3:69])([CH3:68])[CH3:67])[C:40]1[C:41]([C:58]2[CH:63]=[CH:62][C:61]([Cl:64])=[CH:60][CH:59]=2)=[C:42]2[C:47](=[CH:48][C:49]=1[CH3:50])[N:46]=[C:45]([CH2:51][N:52]1[CH2:57][CH2:56][CH2:55][CH2:54][CH2:53]1)[CH:44]=[CH:43]2)(=O)C(C)(C)C. (8) Given the product [C:14]([Si:4]([CH:6]([CH3:8])[CH3:7])([CH:1]([CH3:3])[CH3:2])[Cl:5])([CH:16]([CH3:18])[CH3:17])([CH3:15])[CH3:13], predict the reactants needed to synthesize it. The reactants are: [CH:1]([SiH:4]([CH:6]([CH3:8])[CH3:7])[Cl:5])([CH3:3])[CH3:2].[Cl-].[Al+3].[Cl-].[Cl-].[CH3:13][C:14](=[C:16]([CH3:18])[CH3:17])[CH3:15].C1(OC)C=CC=CC=1. (9) The reactants are: [Cl:1][C:2]1[CH:7]=[CH:6][N:5]=[C:4]2[CH:8]=[C:9]([C:11]([O-:13])=O)[S:10][C:3]=12.[Li+].C(Cl)Cl.C(Cl)(=O)C(Cl)=O.[NH3:24]. Given the product [Cl:1][C:2]1[CH:7]=[CH:6][N:5]=[C:4]2[CH:8]=[C:9]([C:11]([NH2:24])=[O:13])[S:10][C:3]=12, predict the reactants needed to synthesize it.